From a dataset of Full USPTO retrosynthesis dataset with 1.9M reactions from patents (1976-2016). Predict the reactants needed to synthesize the given product. (1) Given the product [O:9]1[C:10]2[C:17]([OH:18])=[CH:16][CH:15]=[CH:14][C:11]=2[CH:12]([OH:13])[CH2:2]1, predict the reactants needed to synthesize it. The reactants are: [I-].[CH3:2][S+](C)(C)=O.[H-].[Na+].[OH:9][C:10]1[C:17]([OH:18])=[CH:16][CH:15]=[CH:14][C:11]=1[CH:12]=[O:13].[Cl-].[NH4+]. (2) Given the product [CH3:13][N:14]1[CH2:18][CH2:17][CH2:16][CH:15]1[CH2:19][CH2:20][NH:21][CH2:11][C:3]1[CH:2]=[N:1][C:10]2[C:5]([CH:4]=1)=[CH:6][CH:7]=[CH:8][CH:9]=2, predict the reactants needed to synthesize it. The reactants are: [N:1]1[C:10]2[C:5](=[CH:6][CH:7]=[CH:8][CH:9]=2)[CH:4]=[C:3]([CH:11]=O)[CH:2]=1.[CH3:13][N:14]1[CH2:18][CH2:17][CH2:16][CH:15]1[CH2:19][CH2:20][NH2:21].[Na]. (3) Given the product [Br:19][C:20]1[C:21]([NH:26][CH:8]=[C:9]2[C:17]3[C:12](=[CH:13][CH:14]=[CH:15][CH:16]=3)[NH:11][C:10]2=[O:18])=[N:22][O:23][C:24]=1[CH3:25], predict the reactants needed to synthesize it. The reactants are: NC1C=CNN=1.O/[CH:8]=[C:9]1\[C:10](=[O:18])[NH:11][C:12]2[C:17]\1=[CH:16][CH:15]=[CH:14][CH:13]=2.[Br:19][C:20]1[C:21]([NH2:26])=[N:22][O:23][C:24]=1[CH3:25]. (4) Given the product [C:14]([O:13][C:11]([N:8]1[CH2:9][CH2:10][CH:5]([C:3]2[O:4][C:27]([CH3:28])=[N:2][N:1]=2)[CH2:6][CH2:7]1)=[O:12])([CH3:17])([CH3:16])[CH3:15], predict the reactants needed to synthesize it. The reactants are: [NH:1]([C:3]([CH:5]1[CH2:10][CH2:9][N:8]([C:11]([O:13][C:14]([CH3:17])([CH3:16])[CH3:15])=[O:12])[CH2:7][CH2:6]1)=[O:4])[NH2:2].COC(OC)N(C)C.O1CC[CH2:28][CH2:27]1. (5) Given the product [Br:1][C:2]1[C:10]2[C:9]([NH:11][C:12]3[CH:13]=[C:14]4[C:18](=[CH:19][CH:20]=3)[NH:17][N:16]=[CH:15]4)=[N:8][CH:7]=[N:6][C:5]=2[NH:4][C:3]=1[C:21]([N:26]1[CH2:27][CH2:28][O:29][CH2:30][C@@H:25]1[CH3:24])=[O:22], predict the reactants needed to synthesize it. The reactants are: [Br:1][C:2]1[C:10]2[C:9]([NH:11][C:12]3[CH:13]=[C:14]4[C:18](=[CH:19][CH:20]=3)[NH:17][N:16]=[CH:15]4)=[N:8][CH:7]=[N:6][C:5]=2[NH:4][C:3]=1[C:21](O)=[O:22].[CH3:24][C@H:25]1[CH2:30][O:29][CH2:28][CH2:27][NH:26]1.